From a dataset of Forward reaction prediction with 1.9M reactions from USPTO patents (1976-2016). Predict the product of the given reaction. (1) Given the reactants C(OC([NH:8][C:9]1[C:10]([CH3:22])=[N:11][C:12]([O:16][CH:17]([CH3:21])[C:18]([OH:20])=O)=[N:13][C:14]=1[CH3:15])=O)(C)(C)C.[CH:23]1([CH2:26][N:27]2[CH2:32][CH2:31][CH:30]([NH:33][CH3:34])[CH2:29][CH2:28]2)[CH2:25][CH2:24]1, predict the reaction product. The product is: [NH2:8][C:9]1[C:14]([CH3:15])=[N:13][C:12]([O:16][CH:17]([CH3:21])[C:18]([N:33]([CH:30]2[CH2:29][CH2:28][N:27]([CH2:26][CH:23]3[CH2:25][CH2:24]3)[CH2:32][CH2:31]2)[CH3:34])=[O:20])=[N:11][C:10]=1[CH3:22]. (2) Given the reactants [N+]([C:4]1[CH:11]=[CH:10][CH:9]=[C:8]([N+:12]([O-:14])=[O:13])[C:5]=1[C:6]#[N:7])([O-])=O.[O:15]1[CH2:20][CH2:19][CH:18]([OH:21])[CH2:17][CH2:16]1, predict the reaction product. The product is: [N+:12]([C:8]1[CH:9]=[CH:10][CH:11]=[C:4]([O:21][CH:18]2[CH2:19][CH2:20][O:15][CH2:16][CH2:17]2)[C:5]=1[C:6]#[N:7])([O-:14])=[O:13]. (3) Given the reactants C(OC([N:8]1[CH2:13][CH2:12][C:11]([C:22]#[N:23])([CH2:14][C:15]2[CH:20]=[CH:19][C:18]([F:21])=[CH:17][CH:16]=2)[CH2:10][CH2:9]1)=O)(C)(C)C.FC(F)(F)C(O)=O, predict the reaction product. The product is: [C:22]([C:11]1([CH2:14][C:15]2[CH:16]=[CH:17][C:18]([F:21])=[CH:19][CH:20]=2)[CH2:12][CH2:13][NH:8][CH2:9][CH2:10]1)#[N:23]. (4) Given the reactants [CH2:1]([O:8][C:9](=[O:33])[CH2:10][CH2:11][O:12][C:13]1[CH:18]=[C:17]([N+:19]([O-])=O)[C:16]([C:22]([N:24]2[CH2:28][CH2:27][CH2:26][CH:25]2[CH2:29][OH:30])=[O:23])=[CH:15][C:14]=1[O:31][CH3:32])[C:2]1[CH:7]=[CH:6][CH:5]=[CH:4][CH:3]=1.[Sn](Cl)(Cl)(Cl)Cl, predict the reaction product. The product is: [CH2:1]([O:8][C:9](=[O:33])[CH2:10][CH2:11][O:12][C:13]1[CH:18]=[C:17]([NH2:19])[C:16]([C:22]([N:24]2[CH2:28][CH2:27][CH2:26][CH:25]2[CH2:29][OH:30])=[O:23])=[CH:15][C:14]=1[O:31][CH3:32])[C:2]1[CH:3]=[CH:4][CH:5]=[CH:6][CH:7]=1. (5) Given the reactants C(OC(=O)[NH:7][C@H:8]1[CH2:12][CH2:11][N:10]([S:13]([C:16]2[CH:37]=[CH:36][C:19]3[N:20]([CH2:27][CH:28]4[CH2:33][CH2:32][C:31]([F:35])([F:34])[CH2:30][CH2:29]4)[C:21]([C:23]([CH3:26])([CH3:25])[CH3:24])=[N:22][C:18]=3[CH:17]=2)(=[O:15])=[O:14])[CH2:9]1)(C)(C)C.Cl, predict the reaction product. The product is: [C:23]([C:21]1[N:20]([CH2:27][CH:28]2[CH2:29][CH2:30][C:31]([F:34])([F:35])[CH2:32][CH2:33]2)[C:19]2[CH:36]=[CH:37][C:16]([S:13]([N:10]3[CH2:11][CH2:12][C@H:8]([NH2:7])[CH2:9]3)(=[O:15])=[O:14])=[CH:17][C:18]=2[N:22]=1)([CH3:26])([CH3:24])[CH3:25]. (6) Given the reactants O[CH:2]([CH3:13])[CH2:3][CH2:4][C:5]([C:7]1[CH:12]=CC=[CH:9][CH:8]=1)=[O:6].[Br:14]Br.[C:16]([OH:19])(=O)[CH3:17], predict the reaction product. The product is: [Br:14][CH:4]([CH2:3][CH2:2][CH3:13])[C:5]([C:7]1[CH:12]=[CH:17][C:16]([OH:19])=[CH:9][CH:8]=1)=[O:6].